This data is from Catalyst prediction with 721,799 reactions and 888 catalyst types from USPTO. The task is: Predict which catalyst facilitates the given reaction. (1) Reactant: [H-].[Na+].[Cl:3][C:4]1[CH:17]=[CH:16][C:7]([CH2:8][N:9]2[C:13](=[O:14])[CH2:12][NH:11][C:10]2=[O:15])=[CH:6][CH:5]=1.[CH3:18][N:19]1[CH2:24][CH2:23][N:22]([C:25]2[CH:32]=[CH:31][CH:30]=[CH:29][C:26]=2[CH:27]=O)[CH2:21][CH2:20]1. Product: [Cl:3][C:4]1[CH:17]=[CH:16][C:7]([CH2:8][N:9]2[C:13](=[O:14])[C:12](=[CH:27][C:26]3[CH:29]=[CH:30][CH:31]=[CH:32][C:25]=3[N:22]3[CH2:21][CH2:20][N:19]([CH3:18])[CH2:24][CH2:23]3)[NH:11][C:10]2=[O:15])=[CH:6][CH:5]=1. The catalyst class is: 7. (2) Reactant: Cl.[CH2:2]1[C:6]2([CH2:11][CH2:10][N:9]([C:12]([O:14][C:15]([CH3:18])([CH3:17])[CH3:16])=[O:13])[CH2:8][CH2:7]2)[CH2:5][CH2:4][NH:3]1.Cl.[N:20]1[CH:25]=[CH:24][CH:23]=[CH:22][C:21]=1[CH2:26][C:27](O)=[O:28].C(N(CC)CC)C.F[P-](F)(F)(F)(F)F.N1(OC(N(C)C)=[N+](C)C)C2N=CC=CC=2N=N1. Product: [N:20]1[CH:25]=[CH:24][CH:23]=[CH:22][C:21]=1[CH2:26][C:27]([N:3]1[CH2:4][CH2:5][C:6]2([CH2:11][CH2:10][N:9]([C:12]([O:14][C:15]([CH3:18])([CH3:17])[CH3:16])=[O:13])[CH2:8][CH2:7]2)[CH2:2]1)=[O:28]. The catalyst class is: 98. (3) The catalyst class is: 3. Reactant: [CH3:1][C:2]1[N:3]=[C:4]([CH2:7][CH2:8][C:9]([F:12])([F:11])[F:10])[NH:5][CH:6]=1.[OH-].[K+].Cl[C:16]1[C:21]([N+:22]([O-:24])=[O:23])=[CH:20][CH:19]=[C:18]([O:25][CH3:26])[N:17]=1. Product: [CH3:26][O:25][C:18]1[N:17]=[C:16]([N:5]2[CH:6]=[C:2]([CH3:1])[N:3]=[C:4]2[CH2:7][CH2:8][C:9]([F:12])([F:11])[F:10])[C:21]([N+:22]([O-:24])=[O:23])=[CH:20][CH:19]=1. (4) Reactant: [NH2:1][C:2]1[CH:9]=[C:8]([O:10][CH3:11])[CH:7]=[CH:6][C:3]=1[C:4]#[N:5].[N:12]([O-])=O.[Na+]. Product: [CH3:11][O:10][C:8]1[CH:9]=[C:2]2[C:3]([C:4]([NH2:12])=[N:5][NH:1]2)=[CH:6][CH:7]=1. The catalyst class is: 126. (5) Reactant: C1(C(C2C=CC=CC=2)CCO[C:11](=[S:15])[CH:12]([F:14])[F:13])C=CC=CC=1.[NH2:22][CH2:23][CH:24]1[O:28][C:27](=[O:29])[N:26]([C:30]2[CH:35]=[CH:34][C:33]([N:36]3[CH:41]=[CH:40][C:39](=[O:42])[CH2:38][CH2:37]3)=[C:32]([F:43])[CH:31]=2)[CH2:25]1. Product: [F:13][CH:12]([F:14])[C:11]([NH:22][CH2:23][CH:24]1[O:28][C:27](=[O:29])[N:26]([C:30]2[CH:35]=[CH:34][C:33]([N:36]3[CH:37]=[CH:38][C:39](=[O:42])[CH2:40][CH2:41]3)=[C:32]([F:43])[CH:31]=2)[CH2:25]1)=[S:15]. The catalyst class is: 705. (6) Reactant: [NH2:1][CH2:2][CH:3]([OH:11])[CH2:4][C:5]1[CH:10]=[CH:9][CH:8]=[CH:7][CH:6]=1.[CH3:12][C:13]([O:16][C:17](O[C:17]([O:16][C:13]([CH3:15])([CH3:14])[CH3:12])=[O:18])=[O:18])([CH3:15])[CH3:14]. The catalyst class is: 1. Product: [OH:11][CH:3]([CH2:4][C:5]1[CH:6]=[CH:7][CH:8]=[CH:9][CH:10]=1)[CH2:2][NH:1][C:17](=[O:18])[O:16][C:13]([CH3:15])([CH3:14])[CH3:12]. (7) Reactant: [F:1][C:2]1[CH:34]=[CH:33][C:5]2[N:6]=[C:7]([C@@H:15]([NH:17][C:18]3[N:26]=[CH:25][N:24]=[C:23]4[C:19]=3[N:20]=[CH:21][N:22]4C3CCCC[O:28]3)[CH3:16])[N:8]([C:9]3[CH:14]=[CH:13][CH:12]=[CH:11][CH:10]=3)[C:4]=2[C:3]=1[C:35](O)=[O:36].CN(C(ON1N=NC2C=CC=NC1=2)=[N+](C)C)C.F[P-](F)(F)(F)(F)F.[CH3:62][N:63]1[CH2:68][CH2:67][NH:66][CH2:65][CH2:64]1.CCN(C(C)C)C(C)C. Product: [NH4+:6].[OH-:28].[F:1][C:2]1[CH:34]=[CH:33][C:5]2[N:6]=[C:7]([CH:15]([NH:17][C:18]3[N:26]=[CH:25][N:24]=[C:23]4[C:19]=3[N:20]=[CH:21][NH:22]4)[CH3:16])[N:8]([C:9]3[CH:14]=[CH:13][CH:12]=[CH:11][CH:10]=3)[C:4]=2[C:3]=1[C:35]([N:66]1[CH2:67][CH2:68][N:63]([CH3:62])[CH2:64][CH2:65]1)=[O:36]. The catalyst class is: 34.